This data is from Forward reaction prediction with 1.9M reactions from USPTO patents (1976-2016). The task is: Predict the product of the given reaction. (1) Given the reactants [C:1]([C:9]1[CH:10]=[N:11][C:12]2[C:17]([C:18]=1[C:19]1[CH:20]=[C:21]([NH:25][CH2:26][C:27]3[CH:32]=[CH:31][C:30]([CH2:33][C:34]([O:36][CH3:37])=[O:35])=[CH:29][CH:28]=3)[CH:22]=[CH:23][CH:24]=1)=[CH:16][CH:15]=[CH:14][C:13]=2[C:38]([F:41])([F:40])[F:39])(=[O:8])[C:2]1[CH:7]=[CH:6][CH:5]=[CH:4][CH:3]=1.[CH2:42]=O, predict the reaction product. The product is: [C:1]([C:9]1[CH:10]=[N:11][C:12]2[C:17]([C:18]=1[C:19]1[CH:20]=[C:21]([N:25]([CH2:26][C:27]3[CH:28]=[CH:29][C:30]([CH2:33][C:34]([O:36][CH3:37])=[O:35])=[CH:31][CH:32]=3)[CH3:42])[CH:22]=[CH:23][CH:24]=1)=[CH:16][CH:15]=[CH:14][C:13]=2[C:38]([F:39])([F:40])[F:41])(=[O:8])[C:2]1[CH:7]=[CH:6][CH:5]=[CH:4][CH:3]=1. (2) Given the reactants [OH:1][C:2]1[C:3]([CH3:18])=[C:4]2[C:12](=[CH:13][C:14]=1[CH3:15])[O:11][C:7]1([CH2:10][CH2:9][CH2:8]1)[CH2:6][C:5]2=[N:16][OH:17].Cl.O1CCOCC1.C([O-])(O)=O.[Na+], predict the reaction product. The product is: [OH:17][NH:16][CH:5]1[C:4]2[C:12](=[CH:13][C:14]([CH3:15])=[C:2]([OH:1])[C:3]=2[CH3:18])[O:11][C:7]2([CH2:10][CH2:9][CH2:8]2)[CH2:6]1. (3) The product is: [C:30]([C:28]1[CH:29]=[C:24]([CH2:22][CH3:23])[CH:25]=[CH:26][C:27]=1[O:38][C:15]1[CH:14]=[C:13]([CH:18]=[CH:17][CH:16]=1)[O:12][C:9]1[CH:10]=[CH:11][C:6]([CH2:5][CH2:4][C:3]([OH:2])=[O:21])=[C:7]([CH3:20])[CH:8]=1)(=[O:31])[C:32]1[CH:33]=[CH:34][CH:35]=[CH:36][CH:37]=1. Given the reactants C[O:2][C:3](=[O:21])[CH2:4][CH2:5][C:6]1[CH:11]=[CH:10][C:9]([O:12][C:13]2[CH:18]=[CH:17][CH:16]=[C:15](Br)[CH:14]=2)=[CH:8][C:7]=1[CH3:20].[CH2:22]([C:24]1[CH:25]=[CH:26][C:27]([OH:38])=[C:28]([C:30]([C:32]2[CH:37]=[CH:36][CH:35]=[CH:34][CH:33]=2)=[O:31])[CH:29]=1)[CH3:23], predict the reaction product.